Dataset: Reaction yield outcomes from USPTO patents with 853,638 reactions. Task: Predict the reaction yield, written as a fraction of the theoretical maximum amount of product (1.0 means a 100% yield; for example, 0.34 means a 34% yield). (1) The reactants are [OH:1][CH2:2][C@@H:3]1[CH2:7][CH2:6][CH2:5][N:4]1[C:8]([O:10][C:11]([CH3:14])([CH3:13])[CH3:12])=[O:9].[S:15](Cl)([C:18]1[CH:24]=[CH:23][C:21]([CH3:22])=[CH:20][CH:19]=1)(=[O:17])=[O:16]. The product is [S:15]([O:1][CH2:2][C@@H:3]1[CH2:7][CH2:6][CH2:5][N:4]1[C:8]([O:10][C:11]([CH3:14])([CH3:13])[CH3:12])=[O:9])([C:18]1[CH:24]=[CH:23][C:21]([CH3:22])=[CH:20][CH:19]=1)(=[O:17])=[O:16]. The yield is 0.730. The catalyst is N1C=CC=CC=1.CCOC(C)=O. (2) The yield is 1.00. The reactants are [CH2:1]([N:3]([CH2:28][CH3:29])[CH2:4][CH2:5][O:6][C:7]1[CH:8]=[CH:9][C:10]2[C:14]3[CH:15]=[CH:16][C:17]([O:19][CH2:20][CH2:21][N:22]([CH2:25][CH3:26])[CH2:23][CH3:24])=[CH:18][C:13]=3[S:12][C:11]=2[CH:27]=1)[CH3:2].C1C[O:33]CC1. No catalyst specified. The product is [CH2:28]([N:3]([CH2:1][CH3:2])[CH2:4][CH2:5][O:6][C:7]1[CH:8]=[CH:9][C:10]2[C:14]3[CH:15]=[CH:16][C:17]([O:19][CH2:20][CH2:21][N:22]([CH2:25][CH3:26])[CH2:23][CH3:24])=[CH:18][C:13]=3[S:12](=[O:33])[C:11]=2[CH:27]=1)[CH3:29]. (3) The reactants are O[CH2:2][C@H:3]([NH:7][C:8]([C:10]1[NH:11][C:12]([C:15]2[CH:20]=[C:19]([O:21][Si:22]([CH:29]([CH3:31])[CH3:30])([CH:26]([CH3:28])[CH3:27])[CH:23]([CH3:25])[CH3:24])[CH:18]=[C:17]([O:32][C@@H:33]([CH3:37])[CH2:34][O:35][CH3:36])[CH:16]=2)=[CH:13][CH:14]=1)=[O:9])[C@@H:4]([OH:6])[CH3:5].CS(O)(=O)=O.C(N(CC)CC)C.[Cl-].[NH4+]. The catalyst is O1CCCC1. The product is [CH3:36][O:35][CH2:34][C@@H:33]([O:32][C:17]1[CH:16]=[C:15]([C:12]2[NH:11][C:10]([C:8]3[O:9][CH2:2][C@@H:3]([C@@H:4]([OH:6])[CH3:5])[N:7]=3)=[CH:14][CH:13]=2)[CH:20]=[C:19]([O:21][Si:22]([CH:29]([CH3:30])[CH3:31])([CH:26]([CH3:27])[CH3:28])[CH:23]([CH3:24])[CH3:25])[CH:18]=1)[CH3:37]. The yield is 0.520. (4) The reactants are [CH3:1][S:2]([C:5]1[CH:10]=[CH:9][C:8]([C:11]([CH3:37])=[C:12]([C:29]2[CH:34]=[CH:33][C:32]([O:35]C)=[CH:31][CH:30]=2)[O:13][C:14]2[CH:28]=[CH:27][C:17]([O:18][CH2:19][CH2:20][N:21]3[CH2:26][CH2:25][CH2:24][CH2:23][CH2:22]3)=[CH:16][CH:15]=2)=[CH:7][C:6]=1[C:38]([F:41])([F:40])[F:39])(=[O:4])=[O:3].[ClH:42].B(Br)(Br)Br.[CH3:47]O. The catalyst is C(OCC)(=O)C.C(OCC)C.O.ClCCl. The product is [ClH:42].[CH3:1][S:2]([C:5]1[CH:10]=[CH:9][C:8]([C:11]2[C:12]([O:13][C:14]3[CH:15]=[CH:16][C:17]([O:18][CH2:19][CH2:20][N:21]4[CH2:22][CH2:23][CH2:24][CH2:25][CH2:26]4)=[CH:27][CH:28]=3)=[C:29]3[C:34](=[CH:47][CH:37]=2)[CH:33]=[C:32]([OH:35])[CH:31]=[CH:30]3)=[CH:7][C:6]=1[C:38]([F:40])([F:41])[F:39])(=[O:4])=[O:3]. The yield is 0.530. (5) The reactants are Cl[C:2]1[N:7]=[C:6]([NH2:8])[N:5]=[C:4]([NH2:9])[C:3]=1[N+:10]([O-:12])=[O:11].C([O-])(O)=O.[Na+].[CH3:18][C:19]1[O:23][C:22](B(O)O)=[CH:21][CH:20]=1. The catalyst is C1COCC1.CCOC(C)=O.O.C1C=CC([P]([Pd]([P](C2C=CC=CC=2)(C2C=CC=CC=2)C2C=CC=CC=2)([P](C2C=CC=CC=2)(C2C=CC=CC=2)C2C=CC=CC=2)[P](C2C=CC=CC=2)(C2C=CC=CC=2)C2C=CC=CC=2)(C2C=CC=CC=2)C2C=CC=CC=2)=CC=1. The product is [CH3:18][C:19]1[O:23][C:22]([C:2]2[N:7]=[C:6]([NH2:8])[N:5]=[C:4]([NH2:9])[C:3]=2[N+:10]([O-:12])=[O:11])=[CH:21][CH:20]=1. The yield is 0.720. (6) The reactants are [H-].[H-].[H-].[H-].[Li+].[Al+3].[N:7]1[CH2:11][CH2:10][CH2:9][C:8]=1[C:12]1[CH:13]=[C:14]([CH:25]=[CH:26][CH:27]=1)[O:15][CH2:16][CH2:17][CH2:18][N:19]1[CH2:24][CH2:23][CH2:22][CH2:21][CH2:20]1.O.[OH-].[Na+]. The catalyst is C1COCC1. The product is [NH:7]1[CH2:11][CH2:10][CH2:9][CH:8]1[C:12]1[CH:13]=[C:14]([CH:25]=[CH:26][CH:27]=1)[O:15][CH2:16][CH2:17][CH2:18][N:19]1[CH2:24][CH2:23][CH2:22][CH2:21][CH2:20]1. The yield is 0.880.